From a dataset of TCR-epitope binding with 47,182 pairs between 192 epitopes and 23,139 TCRs. Binary Classification. Given a T-cell receptor sequence (or CDR3 region) and an epitope sequence, predict whether binding occurs between them. The epitope is FIAGLIAIV. The TCR CDR3 sequence is CASSDSSGSTDTQYF. Result: 0 (the TCR does not bind to the epitope).